Predict the reactants needed to synthesize the given product. From a dataset of Full USPTO retrosynthesis dataset with 1.9M reactions from patents (1976-2016). (1) The reactants are: [N:1]1([C:7]([C:9]2[CH:14]=[CH:13][C:12]([NH:15][C:16]3[N:17]=[C:18]([NH:25][C@@H:26]4[CH2:31][CH2:30][CH2:29][NH:28][CH2:27]4)[N:19]=[N:20][C:21]=3[C:22]([NH2:24])=[O:23])=[CH:11][CH:10]=2)=[O:8])[CH2:6][CH2:5][O:4][CH2:3][CH2:2]1.CCN(C(C)C)C(C)C.[C:41]([C:45]1[CH:53]=[CH:52][C:48]([C:49]([Cl:51])=[O:50])=[CH:47][CH:46]=1)([CH3:44])([CH3:43])[CH3:42]. Given the product [C:41]([C:45]1[CH:46]=[CH:47][C:48]([C:49]([N:28]2[CH2:29][CH2:30][CH2:31][C@@H:26]([NH:25][C:18]3[N:19]=[N:20][C:21]([C:22]([NH2:24])=[O:23])=[C:16]([NH:15][C:12]4[CH:13]=[CH:14][C:9]([C:7]([N:1]5[CH2:2][CH2:3][O:4][CH2:5][CH2:6]5)=[O:8])=[CH:10][CH:11]=4)[N:17]=3)[CH2:27]2)=[O:50])=[CH:52][CH:53]=1)([CH3:44])([CH3:42])[CH3:43].[ClH:51], predict the reactants needed to synthesize it. (2) Given the product [F:22][C:17]1[CH:16]=[C:15]([N+:12]([O-:14])=[O:13])[CH:20]=[CH:19][C:18]=1[O:21][C:2]1[C:3]2[N:10]([CH3:11])[CH:9]=[CH:8][C:4]=2[N:5]=[CH:6][N:7]=1, predict the reactants needed to synthesize it. The reactants are: Cl[C:2]1[C:3]2[N:10]([CH3:11])[CH:9]=[CH:8][C:4]=2[N:5]=[CH:6][N:7]=1.[N+:12]([C:15]1[CH:20]=[CH:19][C:18]([OH:21])=[C:17]([F:22])[CH:16]=1)([O-:14])=[O:13].C(=O)([O-])[O-].[Cs+].[Cs+]. (3) Given the product [CH3:13][C:6]1([CH3:14])[C:5]2[C:10](=[CH:11][C:2]([Br:1])=[CH:3][CH:4]=2)[C:9]([S:26][C:20]2[CH:25]=[CH:24][CH:23]=[CH:22][CH:21]=2)=[CH:8][CH2:7]1, predict the reactants needed to synthesize it. The reactants are: [Br:1][C:2]1[CH:11]=[C:10]2[C:5]([C:6]([CH3:14])([CH3:13])[CH2:7][CH2:8][C:9]2=O)=[CH:4][CH:3]=1.C1COCC1.[C:20]1([SH:26])[CH:25]=[CH:24][CH:23]=[CH:22][CH:21]=1.C(N(CC)CC)C. (4) Given the product [C:18]1([N:24]2[C:28]([C:2]3[CH:3]=[CH:4][C:5]4[N:9]=[CH:8][N:7]([C:10]5[CH:15]=[CH:14][C:13]([CH3:16])=[CH:12][CH:11]=5)[C:6]=4[CH:17]=3)=[CH:27][CH:26]=[N:25]2)[CH:19]=[CH:20][CH:21]=[CH:22][CH:23]=1, predict the reactants needed to synthesize it. The reactants are: Br[C:2]1[CH:3]=[CH:4][C:5]2[N:9]=[CH:8][N:7]([C:10]3[CH:15]=[CH:14][C:13]([CH3:16])=[CH:12][CH:11]=3)[C:6]=2[CH:17]=1.[C:18]1([N:24]2[C:28](B(O)O)=[CH:27][CH:26]=[N:25]2)[CH:23]=[CH:22][CH:21]=[CH:20][CH:19]=1. (5) The reactants are: [N+:1]([CH3:4])([O-:3])=[O:2].[CH:5](=O)[C:6]1[CH:11]=[CH:10][CH:9]=[CH:8][CH:7]=1.[OH-].[Na+].Cl. Given the product [C:6]1([CH2:5][CH2:4][N+:1]([O-:3])=[O:2])[CH:11]=[CH:10][CH:9]=[CH:8][CH:7]=1, predict the reactants needed to synthesize it. (6) Given the product [Br:1][C:2]1[CH:9]=[C:6]([CH2:7][NH2:8])[CH:5]=[N:4][CH:3]=1, predict the reactants needed to synthesize it. The reactants are: [Br:1][C:2]1[CH:3]=[N:4][CH:5]=[C:6]([CH:9]=1)[C:7]#[N:8].O.[BH4-].[Na+].Cl.